Dataset: Catalyst prediction with 721,799 reactions and 888 catalyst types from USPTO. Task: Predict which catalyst facilitates the given reaction. Reactant: Br[C:2]1[CH:7]=[CH:6][C:5]([C:8]2([O:11][CH2:12][C:13]3[CH:18]=[CH:17][CH:16]=[CH:15][CH:14]=3)[CH2:10][CH2:9]2)=[C:4]([CH3:19])[CH:3]=1.[CH3:20][Si:21]([C:24]#[CH:25])([CH3:23])[CH3:22]. Product: [CH2:12]([O:11][C:8]1([C:5]2[CH:6]=[CH:7][C:2]([C:25]#[C:24][Si:21]([CH3:23])([CH3:22])[CH3:20])=[CH:3][C:4]=2[CH3:19])[CH2:10][CH2:9]1)[C:13]1[CH:18]=[CH:17][CH:16]=[CH:15][CH:14]=1. The catalyst class is: 337.